Dataset: Full USPTO retrosynthesis dataset with 1.9M reactions from patents (1976-2016). Task: Predict the reactants needed to synthesize the given product. (1) Given the product [F:31][C:30]([F:33])([F:32])[C:28]([NH:1][C@:2]1([C:11]([O:13][CH2:14][CH2:15][CH2:16][CH3:17])=[O:12])[C:10]2[C:5](=[CH:6][CH:7]=[CH:8][CH:9]=2)[CH2:4][CH2:3]1)=[O:27], predict the reactants needed to synthesize it. The reactants are: [NH2:1][C:2]1([C:11]([O:13][CH2:14][CH3:15])=[O:12])[C:10]2[C:5](=[CH:6][CH:7]=[CH:8][CH:9]=2)[CH2:4][CH2:3]1.[CH2:16](C(OCCCC)=O)[CH2:17]CC.[O:27](C(C(F)(F)F)=O)[C:28]([C:30]([F:33])([F:32])[F:31])=O. (2) Given the product [CH2:20]([O:27][C:28]1[C:29]([C:53]2[CH:58]=[CH:57][C:56]([F:59])=[CH:55][CH:54]=2)=[CH:30][C:31]([CH2:51][CH3:52])=[C:32]([CH:50]=1)[O:33][CH2:34][CH2:35][CH2:36][O:37][C:38]1[C:39]([CH2:47][CH2:48][CH3:49])=[C:40]([NH:1][C:11](=[O:61])[O:18][CH3:17])[CH:44]=[CH:45][CH:46]=1)[C:21]1[CH:22]=[CH:23][CH:24]=[CH:25][CH:26]=1, predict the reactants needed to synthesize it. The reactants are: [N:1]12[CH2:11]CCN=C1CCCCC2.BrN1[C:17](=[O:18])CCC1=O.[CH2:20]([O:27][C:28]1[C:29]([C:53]2[CH:58]=[CH:57][C:56]([F:59])=[CH:55][CH:54]=2)=[CH:30][C:31]([CH2:51][CH3:52])=[C:32]([CH:50]=1)[O:33][CH2:34][CH2:35][CH2:36][O:37][C:38]1[C:39]([CH2:47][CH2:48][CH3:49])=[C:40]([CH:44]=[CH:45][CH:46]=1)C(N)=O)[C:21]1[CH:26]=[CH:25][CH:24]=[CH:23][CH:22]=1.S(=O)(=O)(O)[O-:61].[Na+]. (3) Given the product [CH:1]1([NH:4][C:5](=[O:10])[C@@H:6]([N:8]([CH3:9])[C:32]([C:17]2[CH:18]=[C:19]3[C:14](=[CH:15][CH:16]=2)[N:13]([CH3:12])[C:25]2[CH2:24][CH2:23][CH:22]([CH:26]4[CH2:27][CH2:28][O:29][CH2:30][CH2:31]4)[CH2:21][C:20]3=2)=[O:33])[CH3:7])[CH2:3][CH2:2]1, predict the reactants needed to synthesize it. The reactants are: [CH:1]1([NH:4][C:5](=[O:10])[C@@H:6]([NH2+:8][CH3:9])[CH3:7])[CH2:3][CH2:2]1.[Cl-].[CH3:12][N:13]1[C:25]2[CH2:24][CH2:23][CH:22]([CH:26]3[CH2:31][CH2:30][O:29][CH2:28][CH2:27]3)[CH2:21][C:20]=2[C:19]2[C:14]1=[CH:15][CH:16]=[C:17]([C:32](O)=[O:33])[CH:18]=2.CCN(C(C)C)C(C)C.CN(C(ON1N=NC2C=CC=NC1=2)=[N+](C)C)C.F[P-](F)(F)(F)(F)F. (4) Given the product [CH2:1]([O:8][C@H:9]1[C@H:14]([O:15][CH2:41][C:42]2[CH:47]=[CH:46][CH:45]=[CH:44][CH:43]=2)[C@@H:13]([O:16][CH2:20][C:21]2[CH:26]=[CH:25][CH:24]=[CH:23][CH:22]=2)[C@H:12]([O:17][CH2:1][C:2]2[CH:7]=[CH:6][CH:5]=[CH:4][CH:3]=2)[C@@H:11]([CH2:18][O:19][C:20]([C:33]2[CH:38]=[CH:37][CH:36]=[CH:35][CH:34]=2)([C:27]2[CH:28]=[CH:29][CH:30]=[CH:31][CH:32]=2)[C:21]2[CH:26]=[CH:25][CH:24]=[CH:23][CH:22]=2)[O:10]1)[C:2]1[CH:3]=[CH:4][CH:5]=[CH:6][CH:7]=1, predict the reactants needed to synthesize it. The reactants are: [CH2:1]([O:8][C@H:9]1[C@H:14]([OH:15])[C@@H:13]([OH:16])[C@H:12]([OH:17])[C@@H:11]([CH2:18][O:19][C:20]([C:33]2[CH:38]=[CH:37][CH:36]=[CH:35][CH:34]=2)([C:27]2[CH:32]=[CH:31][CH:30]=[CH:29][CH:28]=2)[C:21]2[CH:26]=[CH:25][CH:24]=[CH:23][CH:22]=2)[O:10]1)[C:2]1[CH:7]=[CH:6][CH:5]=[CH:4][CH:3]=1.[H-].[Na+].[CH2:41](Br)[C:42]1[CH:47]=[CH:46][CH:45]=[CH:44][CH:43]=1.O.